From a dataset of Peptide-MHC class I binding affinity with 185,985 pairs from IEDB/IMGT. Regression. Given a peptide amino acid sequence and an MHC pseudo amino acid sequence, predict their binding affinity value. This is MHC class I binding data. (1) The peptide sequence is YVYPDNLPR. The MHC is HLA-A02:06 with pseudo-sequence HLA-A02:06. The binding affinity (normalized) is 0.664. (2) The peptide sequence is TTYQRTRAL. The MHC is HLA-A03:01 with pseudo-sequence HLA-A03:01. The binding affinity (normalized) is 0.0400. (3) The peptide sequence is FSPEVIPMF. The MHC is HLA-B57:01 with pseudo-sequence HLA-B57:01. The binding affinity (normalized) is 0.174.